From a dataset of Full USPTO retrosynthesis dataset with 1.9M reactions from patents (1976-2016). Predict the reactants needed to synthesize the given product. Given the product [OH:43][C:26]([CH3:25])([CH3:42])[CH2:27][N:28]1[CH:32]=[C:31]([C:2]2[C:14]3[C:13]4[C:8](=[CH:9][CH:10]=[CH:11][CH:12]=4)[C@@:7]([C:16]([F:17])([F:18])[F:19])([OH:15])[C:6]=3[CH:5]=[C:4]([O:20][CH2:21][C@@H:22]([OH:24])[CH3:23])[CH:3]=2)[CH:30]=[N:29]1, predict the reactants needed to synthesize it. The reactants are: Cl[C:2]1[C:14]2[C:13]3[C:8](=[CH:9][CH:10]=[CH:11][CH:12]=3)[C@@:7]([C:16]([F:19])([F:18])[F:17])([OH:15])[C:6]=2[CH:5]=[C:4]([O:20][CH2:21][C@@H:22]([OH:24])[CH3:23])[CH:3]=1.[CH3:25][C:26]([OH:43])([CH3:42])[CH2:27][N:28]1[CH:32]=[C:31](B2OC(C)(C)C(C)(C)O2)[CH:30]=[N:29]1.C(=O)([O-])O.[Na+].C1(P(C2CCCCC2)C2C=CC=CC=2C2C(OC)=CC=CC=2OC)CCCCC1.